Dataset: Reaction yield outcomes from USPTO patents with 853,638 reactions. Task: Predict the reaction yield, written as a fraction of the theoretical maximum amount of product (1.0 means a 100% yield; for example, 0.34 means a 34% yield). (1) The reactants are [CH2:1]([O:8][CH2:9][N:10]1[C:14](Br)=[C:13]([CH2:16][C:17]2[CH:18]=[N:19][C:20]([O:23][CH3:24])=[CH:21][CH:22]=2)[C:12]([C:25]([O:27][CH2:28][CH3:29])=[O:26])=[C:11]1[CH:30]=[O:31])[C:2]1[CH:7]=[CH:6][CH:5]=[CH:4][CH:3]=1.ClC1N(COCC[Si](C)(C)C)C2C=NNC(=O)C=2C=1I.[CH:52]1([O:55][C:56]2[CH:57]=[C:58](B3OC(C)(C)C(C)(C)O3)[CH:59]=[CH:60][C:61]=2[O:62][CH:63]([F:65])[F:64])[CH2:54][CH2:53]1.C1(B(O)O)C=CC=CC=1. No catalyst specified. The product is [CH2:1]([O:8][CH2:9][N:10]1[C:14]([C:58]2[CH:59]=[CH:60][C:61]([O:62][CH:63]([F:65])[F:64])=[C:56]([O:55][CH:52]3[CH2:53][CH2:54]3)[CH:57]=2)=[C:13]([CH2:16][C:17]2[CH:18]=[N:19][C:20]([O:23][CH3:24])=[CH:21][CH:22]=2)[C:12]([C:25]([O:27][CH2:28][CH3:29])=[O:26])=[C:11]1[CH:30]=[O:31])[C:2]1[CH:7]=[CH:6][CH:5]=[CH:4][CH:3]=1. The yield is 0.960. (2) The product is [Cl:8][C:9]1[CH:14]=[CH:13][C:12]([C:2]2[CH:7]=[CH:6][CH:5]=[CH:4][CH:3]=2)=[CH:11][CH:10]=1. The reactants are Br[C:2]1[CH:7]=[CH:6][CH:5]=[CH:4][CH:3]=1.[Cl:8][C:9]1[CH:14]=[CH:13][C:12](B(O)O)=[CH:11][CH:10]=1.[O-]P([O-])([O-])=O.[K+].[K+].[K+]. The yield is 0.780. The catalyst is C1(C)C=CC=CC=1. (3) The reactants are C([O:3][C:4](=[O:13])[C:5]([C:11]#[N:12])=[C:6]([S:9][CH3:10])[S:7][CH3:8])C.[OH-].[Na+]. The catalyst is C1COCC1. The product is [C:11]([C:5](=[C:6]([S:7][CH3:8])[S:9][CH3:10])[C:4]([OH:13])=[O:3])#[N:12]. The yield is 0.260. (4) The reactants are [C:1]([C:3]1[C:12]2[C:7](=[CH:8][CH:9]=[CH:10][CH:11]=2)[C:6](F)=[CH:5][CH:4]=1)#[N:2].[CH3:14][CH:15]1[CH:19]=[CH:18][CH:17]([CH3:20])[NH:16]1. No catalyst specified. The product is [CH3:14][CH:15]1[CH:19]=[CH:18][CH:17]([CH3:20])[N:16]1[C:6]1[C:7]2[C:12](=[CH:11][CH:10]=[CH:9][CH:8]=2)[C:3]([C:1]#[N:2])=[CH:4][CH:5]=1. The yield is 0.0300. (5) The reactants are [C:1]([C:3]1[CH:4]=[C:5]([CH:38]([CH3:40])[CH3:39])[C:6]2[O:10][C:9]([C:11]3[CH:36]=[CH:35][C:14]([C:15]([NH:17][CH2:18][C:19]4([CH3:34])[O:23][C:22](=[O:24])[N:21]([C:25]5[CH:30]=[CH:29][C:28]([N+:31]([O-])=O)=[CH:27][N:26]=5)[CH2:20]4)=[O:16])=[CH:13][CH:12]=3)=[N:8][C:7]=2[CH:37]=1)#[N:2].[H][H]. The catalyst is CO.O1CCCC1.[Pd]. The product is [NH2:31][C:28]1[CH:29]=[CH:30][C:25]([N:21]2[CH2:20][C:19]([CH2:18][NH:17][C:15](=[O:16])[C:14]3[CH:13]=[CH:12][C:11]([C:9]4[O:10][C:6]5[C:5]([CH:38]([CH3:40])[CH3:39])=[CH:4][C:3]([C:1]#[N:2])=[CH:37][C:7]=5[N:8]=4)=[CH:36][CH:35]=3)([CH3:34])[O:23][C:22]2=[O:24])=[N:26][CH:27]=1. The yield is 0.840. (6) The reactants are [OH:1][C:2]1[CH:7]=[CH:6][C:5]([C:8]2[CH:13]=[CH:12][C:11]([N:14]3[C:18]([CH3:20])([CH3:19])[C:17](=[O:21])[N:16]([C:22]4[CH:29]=[CH:28][C:25]([C:26]#[N:27])=[C:24]([C:30]([F:33])([F:32])[F:31])[CH:23]=4)[C:15]3=[S:34])=[CH:10][CH:9]=2)=[CH:4][CH:3]=1.C([O-])([O-])=O.[K+].[K+].CC1C=CC(S(O[CH2:52][CH2:53][O:54][CH2:55][CH2:56][O:57][CH2:58][C:59]([O:61][CH2:62][CH3:63])=[O:60])(=O)=O)=CC=1.O. The product is [C:26]([C:25]1[CH:28]=[CH:29][C:22]([N:16]2[C:17](=[O:21])[C:18]([CH3:20])([CH3:19])[N:14]([C:11]3[CH:10]=[CH:9][C:8]([C:5]4[CH:4]=[CH:3][C:2]([O:1][CH2:52][CH2:53][O:54][CH2:55][CH2:56][O:57][CH2:58][C:59]([O:61][CH2:62][CH3:63])=[O:60])=[CH:7][CH:6]=4)=[CH:13][CH:12]=3)[C:15]2=[S:34])=[CH:23][C:24]=1[C:30]([F:32])([F:33])[F:31])#[N:27]. The catalyst is CN(C)C=O. The yield is 0.480.